From a dataset of Full USPTO retrosynthesis dataset with 1.9M reactions from patents (1976-2016). Predict the reactants needed to synthesize the given product. Given the product [CH3:20][N:8]1[C:5]2=[N:6][CH:7]=[C:2]([C:39]3[CH:38]=[CH:37][CH:36]=[C:35]4[C:34]=3[CH:32]=[CH:33][CH:53]=[N:54]4)[N:3]=[C:4]2[N:10]([C@@H:11]([C:13]2[CH:18]=[CH:17][CH:16]=[CH:15][CH:14]=2)[CH3:12])[C:9]1=[O:19], predict the reactants needed to synthesize it. The reactants are: Br[C:2]1[N:3]=[C:4]2[N:10]([C@@H:11]([C:13]3[CH:18]=[CH:17][CH:16]=[CH:15][CH:14]=3)[CH3:12])[C:9](=[O:19])[N:8]([CH3:20])[C:5]2=[N:6][CH:7]=1.BrC1N=C2N([C@@H:32]([C:34]3[CH:39]=[CH:38][CH:37]=[CH:36][CH:35]=3)[CH3:33])C(=O)NC2=NC=1.C(=O)([O-])[O-].[Cs+].[Cs+].COS(OC)(=O)=O.[CH3:53][N:54](C)C=O.